Predict which catalyst facilitates the given reaction. From a dataset of Catalyst prediction with 721,799 reactions and 888 catalyst types from USPTO. (1) Reactant: [CH3:1][O:2][C:3]1[CH:8]=[CH:7][C:6]([N:9]2[C:18](=[O:19])[C:17]3[C:12](=[CH:13][CH:14]=[CH:15][CH:16]=3)[N:11]=[C:10]2[CH:20]([NH:22]C)[CH3:21])=[CH:5][CH:4]=1.[C:24]([C:28]1[CH:36]=[CH:35][C:31]([C:32](Cl)=[O:33])=[CH:30][CH:29]=1)([CH3:27])([CH3:26])[CH3:25].[CH2:37](O)C(N)(CO)CO. Product: [C:24]([C:28]1[CH:36]=[CH:35][C:31]([C:32]([NH:22][CH:20]([C:10]2[N:9]([C:6]3[CH:5]=[CH:4][C:3]([O:2][CH3:1])=[CH:8][CH:7]=3)[C:18](=[O:19])[C:17]3[C:12](=[CH:13][CH:14]=[CH:15][CH:16]=3)[N:11]=2)[CH3:21])=[O:33])=[C:30]([CH3:37])[CH:29]=1)([CH3:27])([CH3:26])[CH3:25]. The catalyst class is: 2. (2) Reactant: C[O:2][C:3]([CH:5]1[CH2:14][CH2:13][C:12]2[C:7](=[CH:8][CH:9]=[C:10]([N+:15]([O-:17])=[O:16])[CH:11]=2)[N:6]1C(C1CCCCC1)=O)=O.[Li+].[BH4-]. Product: [OH:2][CH2:3][CH:5]1[CH2:14][CH2:13][C:12]2[C:7](=[CH:8][CH:9]=[C:10]([N+:15]([O-:17])=[O:16])[CH:11]=2)[NH:6]1. The catalyst class is: 683. (3) The catalyst class is: 9. Product: [CH3:30][O:29][N:27]([CH3:28])[C:25](=[O:26])[CH2:24][CH2:23][N:6]1[CH2:7][CH2:8][N:9]([C:10]2[CH:15]=[CH:14][CH:13]=[C:12]([O:16][C:17]([F:20])([F:19])[F:18])[CH:11]=2)[CH:4]([CH3:3])[C:5]1=[O:21]. Reactant: [H-].[Na+].[CH3:3][CH:4]1[N:9]([C:10]2[CH:15]=[CH:14][CH:13]=[C:12]([O:16][C:17]([F:20])([F:19])[F:18])[CH:11]=2)[CH2:8][CH2:7][NH:6][C:5]1=[O:21].Br[CH2:23][CH2:24][C:25]([N:27]([O:29][CH3:30])[CH3:28])=[O:26]. (4) Reactant: C([O:5][C:6](=[O:35])[C:7]([S:10][C:11]1[S:12][CH:13]=[C:14]([CH2:16][CH2:17][O:18][C:19]2[CH:24]=[CH:23][C:22]([N:25]([C:27](=[O:34])[C:28]3[CH:33]=[CH:32][CH:31]=[CH:30][CH:29]=3)[CH3:26])=[CH:21][CH:20]=2)[N:15]=1)([CH3:9])[CH3:8])(C)(C)C.FC(F)(F)C(O)=O. Product: [C:27]([N:25]([CH3:26])[C:22]1[CH:21]=[CH:20][C:19]([O:18][CH2:17][CH2:16][C:14]2[N:15]=[C:11]([S:10][C:7]([CH3:9])([CH3:8])[C:6]([OH:35])=[O:5])[S:12][CH:13]=2)=[CH:24][CH:23]=1)(=[O:34])[C:28]1[CH:29]=[CH:30][CH:31]=[CH:32][CH:33]=1. The catalyst class is: 4. (5) Reactant: Br[C:2]1[CH:3]=[N:4][CH:5]=[CH:6][C:7]=1[C:8](=[O:10])[CH3:9].[CH3:11][N:12]1[C:16]2[CH:17]=[C:18](B3OC(C)(C)C(C)(C)O3)[CH:19]=[CH:20][C:15]=2[O:14][C:13]1=[O:30].C(=O)([O-])[O-].[Na+].[Na+]. Product: [C:8]([C:7]1[CH:6]=[CH:5][N:4]=[CH:3][C:2]=1[C:18]1[CH:19]=[CH:20][C:15]2[O:14][C:13](=[O:30])[N:12]([CH3:11])[C:16]=2[CH:17]=1)(=[O:10])[CH3:9]. The catalyst class is: 335. (6) Reactant: Br[CH2:2][C:3]([OH:5])=[O:4].[NH:6]1[CH2:11][CH2:10][O:9][CH2:8][CH2:7]1. Product: [N:6]1([CH2:2][C:3]([OH:5])=[O:4])[CH2:11][CH2:10][O:9][CH2:8][CH2:7]1. The catalyst class is: 7. (7) Reactant: [OH:1][CH:2]([C:11]1[CH:16]=[CH:15][C:14]([CH2:17][O:18][Si:19]([CH:26]([CH3:28])[CH3:27])([CH:23]([CH3:25])[CH3:24])[CH:20]([CH3:22])[CH3:21])=[CH:13][CH:12]=1)[C:3]1[CH:4]=[C:5]([CH:8]=[CH:9][CH:10]=1)[C:6]#[N:7].O1CCC[CH2:30]1.[H-].[Na+].IC. Product: [CH3:30][O:1][CH:2]([C:11]1[CH:16]=[CH:15][C:14]([CH2:17][O:18][Si:19]([CH:23]([CH3:25])[CH3:24])([CH:26]([CH3:28])[CH3:27])[CH:20]([CH3:21])[CH3:22])=[CH:13][CH:12]=1)[C:3]1[CH:4]=[C:5]([CH:8]=[CH:9][CH:10]=1)[C:6]#[N:7]. The catalyst class is: 662. (8) Reactant: [C:1]([C:3]1[C:4]([N:25]2[CH2:30][CH2:29][CH2:28][C@H:27]([NH:31]C(=O)OC(C)(C)C)[CH2:26]2)=[N:5][C:6]([N:9]2[C:17]3[CH:16]=[C:15]([C:18]4[CH:23]=[N:22][CH:21]=[C:20]([CH3:24])[N:19]=4)[N:14]=[CH:13][C:12]=3[CH:11]=[N:10]2)=[CH:7][CH:8]=1)#[N:2].C(O)(C(F)(F)F)=O. Product: [NH2:31][C@H:27]1[CH2:28][CH2:29][CH2:30][N:25]([C:4]2[N:5]=[C:6]([N:9]3[C:17]4[CH:16]=[C:15]([C:18]5[CH:23]=[N:22][CH:21]=[C:20]([CH3:24])[N:19]=5)[N:14]=[CH:13][C:12]=4[CH:11]=[N:10]3)[CH:7]=[CH:8][C:3]=2[C:1]#[N:2])[CH2:26]1. The catalyst class is: 4. (9) Reactant: Cl.FC1C=C(C=CC=1)CN1C=C(C2C3C(=NC=C(C4C=CC(C5CCNCC5)=CC=4)C=3)N(S(C3C=CC(C)=CC=3)(=O)=O)C=2)C=N1.[F:46][C:47]1[CH:52]=[C:51]([C:53]2[CH:54]=[C:55]3[C:61]([C:62]4[CH:66]=[CH:65][N:64]([CH2:67][CH2:68][C:69]5[CH:74]=[CH:73][CH:72]=[CH:71][CH:70]=5)[N:63]=4)=[CH:60][N:59](S(C4C=CC(C)=CC=4)(=O)=O)[C:56]3=[N:57][CH:58]=2)[CH:50]=[CH:49][C:48]=1[CH:85]1[CH2:90][CH2:89][N:88]([C:91]([O:93][C:94]([CH3:97])([CH3:96])[CH3:95])=[O:92])[CH2:87][CH2:86]1.[OH-].[Na+]. Product: [F:46][C:47]1[CH:52]=[C:51]([C:53]2[CH:54]=[C:55]3[C:61]([C:62]4[CH:66]=[CH:65][N:64]([CH2:67][CH2:68][C:69]5[CH:74]=[CH:73][CH:72]=[CH:71][CH:70]=5)[N:63]=4)=[CH:60][NH:59][C:56]3=[N:57][CH:58]=2)[CH:50]=[CH:49][C:48]=1[CH:85]1[CH2:90][CH2:89][N:88]([C:91]([O:93][C:94]([CH3:97])([CH3:96])[CH3:95])=[O:92])[CH2:87][CH2:86]1. The catalyst class is: 87. (10) Reactant: C(OC([N:8]1[CH2:17][CH2:16][C:15]2[C:10](=[CH:11][CH:12]=[CH:13][C:14]=2[N:18]([CH2:25][C:26]([N:28]2[CH2:33][CH2:32][N:31]([CH3:34])[CH2:30][CH:29]2[C:35]2[CH:40]=[CH:39][CH:38]=[CH:37][CH:36]=2)=[O:27])[C:19](=[O:24])[C:20]([F:23])([F:22])[F:21])[CH2:9]1)=O)(C)(C)C.[ClH:41]. The catalyst class is: 12. Product: [ClH:41].[ClH:41].[F:22][C:20]([F:21])([F:23])[C:19]([N:18]([CH2:25][C:26]([N:28]1[CH2:33][CH2:32][N:31]([CH3:34])[CH2:30][CH:29]1[C:35]1[CH:36]=[CH:37][CH:38]=[CH:39][CH:40]=1)=[O:27])[C:14]1[CH:13]=[CH:12][CH:11]=[C:10]2[C:15]=1[CH2:16][CH2:17][NH:8][CH2:9]2)=[O:24].